This data is from Full USPTO retrosynthesis dataset with 1.9M reactions from patents (1976-2016). The task is: Predict the reactants needed to synthesize the given product. (1) Given the product [Cl:1][C:2]1[CH:3]=[CH:4][C:5]([C:8]2[CH:9]=[C:10]([OH:12])[N:21]3[N:20]=[CH:19][C:18]([C:22]([O:24][CH2:25][CH3:26])=[O:23])=[C:17]3[N:16]=2)=[CH:6][CH:7]=1, predict the reactants needed to synthesize it. The reactants are: [Cl:1][C:2]1[CH:7]=[CH:6][C:5]([C:8](=O)[CH2:9][C:10]([O:12]CC)=O)=[CH:4][CH:3]=1.[NH2:16][C:17]1[NH:21][N:20]=[CH:19][C:18]=1[C:22]([O:24][CH2:25][CH3:26])=[O:23].C(OCC)(=O)C. (2) Given the product [Si:9]([O:16][CH2:17][C:18]1[CH:19]=[CH:20][C:21]([C:22](=[O:23])[CH2:2][C:1]#[N:3])=[CH:25][CH:26]=1)([C:12]([CH3:15])([CH3:14])[CH3:13])([CH3:11])[CH3:10], predict the reactants needed to synthesize it. The reactants are: [C:1](#[N:3])[CH3:2].C([Li])CCC.[Si:9]([O:16][CH2:17][C:18]1[CH:26]=[CH:25][C:21]([C:22](Cl)=[O:23])=[CH:20][CH:19]=1)([C:12]([CH3:15])([CH3:14])[CH3:13])([CH3:11])[CH3:10]. (3) Given the product [CH3:19][C:17]1[C:16]([C:15]([O:14][CH2:12][CH3:13])=[O:25])=[C:20]([CH3:21])[N:7]=[CH:5][N:6]=1, predict the reactants needed to synthesize it. The reactants are: C(O)(=O)C.[CH:5]([NH2:7])=[NH:6].[O-]CC.[Na+].[CH2:12]([O:14][C:15](=[O:25])[C:16](=[C:20](OCC)[CH3:21])[C:17]([CH3:19])=O)[CH3:13]. (4) The reactants are: [NH2:1][C:2]1[CH:7]=[C:6]([S:8]([CH2:11][CH3:12])(=[O:10])=[O:9])[CH:5]=[CH:4][C:3]=1[OH:13].[CH3:14][C:15]1[S:19][C:18]([CH:20]=O)=[CH:17][CH:16]=1.C([O-])(=O)C.C([O-])(=O)C.C([O-])(=O)C.C([O-])(=O)C.[Pb+4]. Given the product [CH2:11]([S:8]([C:6]1[CH:5]=[CH:4][C:3]2[O:13][C:20]([C:18]3[S:19][C:15]([CH3:14])=[CH:16][CH:17]=3)=[N:1][C:2]=2[CH:7]=1)(=[O:10])=[O:9])[CH3:12], predict the reactants needed to synthesize it. (5) Given the product [Cl:8][C:7]1[CH:6]=[CH:5][CH:4]=[C:3]([CH2:9][OH:10])[C:2]=1[NH:1][C:13](=[O:14])[C:12]([CH3:17])([CH3:16])[CH3:11], predict the reactants needed to synthesize it. The reactants are: [NH2:1][C:2]1[C:7]([Cl:8])=[CH:6][CH:5]=[CH:4][C:3]=1[CH2:9][OH:10].[CH3:11][C:12]([CH3:17])([CH3:16])[C:13](Cl)=[O:14].CCN(C(C)C)C(C)C. (6) Given the product [C:1]([O:5][C:6]([NH:8][C@@H:9]1[C:18]2[C:13](=[CH:14][C:15]([C:19]([NH:22][C:23]3[CH:28]=[CH:27][N:26]=[C:25]4[N:29]([C:32]([C:33]5[CH:34]=[CH:35][CH:36]=[CH:37][CH:38]=5)([C:39]5[CH:40]=[CH:41][CH:42]=[CH:43][CH:44]=5)[C:45]5[CH:50]=[CH:49][CH:48]=[CH:47][CH:46]=5)[N:30]=[CH:31][C:24]=34)=[O:20])=[CH:16][CH:17]=2)[S:12][CH2:11][CH2:10]1)=[O:7])([CH3:2])([CH3:3])[CH3:4], predict the reactants needed to synthesize it. The reactants are: [C:1]([O:5][C:6]([NH:8][C@@H:9]1[C:18]2[C:13](=[CH:14][C:15]([C:19](O)=[O:20])=[CH:16][CH:17]=2)[S:12][CH2:11][CH2:10]1)=[O:7])([CH3:4])([CH3:3])[CH3:2].[NH2:22][C:23]1[CH:28]=[CH:27][N:26]=[C:25]2[N:29]([C:32]([C:45]3[CH:50]=[CH:49][CH:48]=[CH:47][CH:46]=3)([C:39]3[CH:44]=[CH:43][CH:42]=[CH:41][CH:40]=3)[C:33]3[CH:38]=[CH:37][CH:36]=[CH:35][CH:34]=3)[N:30]=[CH:31][C:24]=12.[I-].ClC1C=CC=C[N+]=1C.